This data is from Full USPTO retrosynthesis dataset with 1.9M reactions from patents (1976-2016). The task is: Predict the reactants needed to synthesize the given product. (1) Given the product [CH2:1]([O:3][C:4]1[N:8]([CH2:9][C:10]2[CH:11]=[CH:12][C:13]([C:16]3[CH:21]=[CH:20][CH:19]=[CH:18][C:17]=3[C:22]3[NH:23][N:24]=[N:25][N:26]=3)=[CH:14][CH:15]=2)[C:7]2[C:46]([C:50]([O:52][CH:53]([O:55][C:56]([C@H:58]3[CH2:62][C@H:61]([O:63][N+:64]([O-:66])=[O:65])[C@@H:60]([O:67][CH3:68])[CH2:59]3)=[O:57])[CH3:54])=[O:51])=[CH:47][CH:48]=[CH:49][C:6]=2[N:5]=1)[CH3:2], predict the reactants needed to synthesize it. The reactants are: [CH2:1]([O:3][C:4]1[N:8]([CH2:9][C:10]2[CH:15]=[CH:14][C:13]([C:16]3[CH:21]=[CH:20][CH:19]=[CH:18][C:17]=3[C:22]3[N:26](C(C4C=CC=CC=4)(C4C=CC=CC=4)C4C=CC=CC=4)[N:25]=[N:24][N:23]=3)=[CH:12][CH:11]=2)[C:7]2[C:46]([C:50]([O:52][CH:53]([O:55][C:56]([C@H:58]3[CH2:62][C@H:61]([O:63][N+:64]([O-:66])=[O:65])[C@@H:60]([O:67][CH3:68])[CH2:59]3)=[O:57])[CH3:54])=[O:51])=[CH:47][CH:48]=[CH:49][C:6]=2[N:5]=1)[CH3:2]. (2) Given the product [CH2:1]([C:3]1[S:7][C:6]([C:8](=[O:10])[CH3:17])=[C:5]2[CH2:11][CH2:12][C:13]([CH3:16])([CH3:15])[CH2:14][C:4]=12)[CH3:2], predict the reactants needed to synthesize it. The reactants are: [CH2:1]([C:3]1[S:7][C:6]([C:8]([OH:10])=O)=[C:5]2[CH2:11][CH2:12][C:13]([CH3:16])([CH3:15])[CH2:14][C:4]=12)[CH3:2].[CH3:17][Li]. (3) The reactants are: [CH3:1][C:2]1[CH:7]=[C:6]([N+:8]([O-])=O)[CH:5]=[CH:4][C:3]=1/[C:11](/[CH3:20])=[CH:12]/[C:13]([O:15][CH2:16][CH2:17][CH2:18][CH3:19])=[O:14].[Cl-].[NH4+].O1CCCC1.CO. Given the product [CH3:1][C:2]1[CH:7]=[C:6]([NH2:8])[CH:5]=[CH:4][C:3]=1/[C:11](/[CH3:20])=[CH:12]/[C:13]([O:15][CH2:16][CH2:17][CH2:18][CH3:19])=[O:14], predict the reactants needed to synthesize it. (4) Given the product [CH3:53][O:52][C:49]1[CH:50]=[C:51]([N:8]2[CH2:9][CH2:10][C:5](=[CH:4][C:2]#[N:3])[CH2:6][CH2:7]2)[CH:46]=[CH:47][C:48]=1[O:54][CH3:55], predict the reactants needed to synthesize it. The reactants are: [Cl-].[C:2]([CH:4]=[C:5]1[CH2:10][CH2:9][NH2+:8][CH2:7][CH2:6]1)#[N:3].CC(C1C=C(C(C)C)C(C2C=CC=CC=2P(C2CCCCC2)C2CCCCC2)=C(C(C)C)C=1)C.Br[C:46]1[CH:51]=[CH:50][C:49]([O:52][CH3:53])=[C:48]([O:54][CH3:55])[CH:47]=1.C([O-])([O-])=O.[Cs+].[Cs+].[N-]=C=O.